From a dataset of Retrosynthesis with 50K atom-mapped reactions and 10 reaction types from USPTO. Predict the reactants needed to synthesize the given product. (1) Given the product CC(C)OC(=O)N1CC=C(c2cn(-c3ccccc3F)nn2)CC1, predict the reactants needed to synthesize it. The reactants are: CC(C)OC(=O)Cl.Fc1ccccc1-n1cc(C2=CCNCC2)nn1. (2) Given the product COc1cc(Nc2nc(C)cc(Oc3ccccc3)n2)cc(OC)c1OC, predict the reactants needed to synthesize it. The reactants are: COc1cc(Nc2nc(C)cc(Cl)n2)cc(OC)c1OC.[O-]c1ccccc1. (3) Given the product CC(C)CNC(=O)C(C)(C)c1ccc(-c2cccc(O)c2)cc1, predict the reactants needed to synthesize it. The reactants are: CC(C)CNC(=O)C(C)(C)c1ccc(Br)cc1.OB(O)c1cccc(O)c1. (4) Given the product COc1ccc(C(=O)NCc2ccc(OCCN(C)C)cc2)cc1OC, predict the reactants needed to synthesize it. The reactants are: CN(C)CCCl.COc1ccc(C(=O)NCc2ccc(O)cc2)cc1OC. (5) Given the product CCOC(=O)c1cc2ccc(C(=O)O)cc2s1, predict the reactants needed to synthesize it. The reactants are: CCOC(=O)c1cc2ccc(C(=O)OC)cc2s1. (6) Given the product CCOC(=O)c1cc(C2CC2)c2c(C)c(N3CCC4(CCN(C(=O)OC(C)(C)C)CC4)C3)c(F)cn2c1=O, predict the reactants needed to synthesize it. The reactants are: CC(C)(C)OC(=O)N1CCC2(CCNC2)CC1.CCOC(=O)c1cc(C2CC2)c2c(C)c(Cl)c(F)cn2c1=O. (7) Given the product Nc1nc(NCc2ccc3c(c2)OCO3)c2cc(Cl)ccc2n1, predict the reactants needed to synthesize it. The reactants are: Clc1ccc2nc(Cl)nc(NCc3ccc4c(c3)OCO4)c2c1.N. (8) Given the product Cc1ccc(OC2CCN(C(=O)CCl)CC2)cc1, predict the reactants needed to synthesize it. The reactants are: Cc1ccc(OC2CCNCC2)cc1.O=C(Cl)CCl.